Dataset: Reaction yield outcomes from USPTO patents with 853,638 reactions. Task: Predict the reaction yield, written as a fraction of the theoretical maximum amount of product (1.0 means a 100% yield; for example, 0.34 means a 34% yield). (1) The reactants are [CH2:1]([O:3][C:4](=[O:12])[CH:5]([C:10]#[N:11])[NH:6][C:7](=O)[CH3:8])[CH3:2].COC1C=CC(P2(=S)SP(=S)(C3C=CC(OC)=CC=3)[S:22]2)=CC=1. The catalyst is C1(C)C=CC=CC=1. The product is [CH2:1]([O:3][C:4]([C:5]1[N:6]=[C:7]([CH3:8])[S:22][C:10]=1[NH2:11])=[O:12])[CH3:2]. The yield is 0.505. (2) The reactants are C([O:3][C:4]([C@@H:6]1[C@@H:8]([C:9](=[O:33])[NH:10][C@@H:11]([CH2:27][C:28]2[N:29]=[CH:30][S:31][CH:32]=2)[C:12]([NH:14][C:15]2[S:16][CH:17]=[C:18]([C:20]3[CH:25]=[CH:24][C:23]([F:26])=[CH:22][CH:21]=3)[N:19]=2)=[O:13])[O:7]1)=[O:5])C.[Li+].[OH-]. The catalyst is C1COCC1.CO.O. The product is [F:26][C:23]1[CH:22]=[CH:21][C:20]([C:18]2[N:19]=[C:15]([NH:14][C:12](=[O:13])[C@@H:11]([NH:10][C:9]([C@H:8]3[O:7][C@@H:6]3[C:4]([OH:5])=[O:3])=[O:33])[CH2:27][C:28]3[N:29]=[CH:30][S:31][CH:32]=3)[S:16][CH:17]=2)=[CH:25][CH:24]=1. The yield is 0.746. (3) The reactants are [Cl:1][C:2]1[CH:7]=[C:6]([Cl:8])[CH:5]=[CH:4][C:3]=1[C:9]1[N:10]=[C:11](/[CH:16]=[CH:17]/[C:18]2[CH:23]=[CH:22][C:21]([C:24]3[CH:29]=[CH:28][C:27]([OH:30])=[CH:26][CH:25]=3)=[CH:20][CH:19]=2)[N:12]([CH2:14][CH3:15])[CH:13]=1.Br[CH2:32][CH2:33][CH2:34][CH2:35][C:36]([O:38]C)=[O:37]. No catalyst specified. The product is [Cl:1][C:2]1[CH:7]=[C:6]([Cl:8])[CH:5]=[CH:4][C:3]=1[C:9]1[N:10]=[C:11](/[CH:16]=[CH:17]/[C:18]2[CH:23]=[CH:22][C:21]([C:24]3[CH:25]=[CH:26][C:27]([O:30][CH2:32][CH2:33][CH2:34][CH2:35][C:36]([OH:38])=[O:37])=[CH:28][CH:29]=3)=[CH:20][CH:19]=2)[N:12]([CH2:14][CH3:15])[CH:13]=1. The yield is 0.0400.